From a dataset of Forward reaction prediction with 1.9M reactions from USPTO patents (1976-2016). Predict the product of the given reaction. Given the reactants [C:1]([O:5][C:6](=[O:17])[CH2:7][O:8][C:9]1[CH:14]=[CH:13][C:12]([Cl:15])=[CH:11][C:10]=1Br)([CH3:4])([CH3:3])[CH3:2].[CH3:18][O:19][C:20]1[CH:25]=[CH:24][C:23](B(O)O)=[CH:22][CH:21]=1, predict the reaction product. The product is: [Cl:15][C:12]1[CH:13]=[CH:14][C:9]([O:8][CH2:7][C:6]([O:5][C:1]([CH3:4])([CH3:3])[CH3:2])=[O:17])=[C:10]([C:23]2[CH:24]=[CH:25][C:20]([O:19][CH3:18])=[CH:21][CH:22]=2)[CH:11]=1.